From a dataset of Full USPTO retrosynthesis dataset with 1.9M reactions from patents (1976-2016). Predict the reactants needed to synthesize the given product. (1) Given the product [F:1][C:2]1[CH:11]=[C:10]([F:12])[CH:9]=[CH:8][C:3]=1[C:4]1[N:5]=[C:20]([C:21]([O:23][CH2:24][CH3:25])=[O:22])[O:7][N:6]=1, predict the reactants needed to synthesize it. The reactants are: [F:1][C:2]1[CH:11]=[C:10]([F:12])[CH:9]=[CH:8][C:3]=1[C:4](=[N:6][OH:7])[NH2:5].N1C=CC=CC=1.Cl[C:20](=O)[C:21]([O:23][CH2:24][CH3:25])=[O:22]. (2) Given the product [CH2:8]([O:7][C:5]([CH:4]1[CH2:3][CH2:2][N:1]([C:12]([O:14][C:15]([CH3:18])([CH3:17])[CH3:16])=[O:13])[CH2:11][CH2:10]1)=[O:6])[CH3:9], predict the reactants needed to synthesize it. The reactants are: [NH:1]1[CH2:11][CH2:10][CH:4]([C:5]([O:7][CH2:8][CH3:9])=[O:6])[CH2:3][CH2:2]1.[C:12](O[C:12]([O:14][C:15]([CH3:18])([CH3:17])[CH3:16])=[O:13])([O:14][C:15]([CH3:18])([CH3:17])[CH3:16])=[O:13]. (3) Given the product [Si:1]([O:8][C:9]1[C:17]2[N:16]=[C:15]([CH:18]([F:20])[F:19])[N:14]([C:21]3[N:22]=[C:23]([N:28]4[CH2:33][CH2:32][O:31][CH2:30][CH2:29]4)[N:24]=[C:25]([N:37]4[CH2:36][CH2:35][N:34]([C:40]([O:42][C:43]([CH3:46])([CH3:45])[CH3:44])=[O:41])[CH2:39][CH2:38]4)[N:26]=3)[C:13]=2[CH:12]=[CH:11][CH:10]=1)([C:4]([CH3:7])([CH3:6])[CH3:5])([CH3:3])[CH3:2], predict the reactants needed to synthesize it. The reactants are: [Si:1]([O:8][C:9]1[C:17]2[N:16]=[C:15]([CH:18]([F:20])[F:19])[N:14]([C:21]3[N:26]=[C:25](Cl)[N:24]=[C:23]([N:28]4[CH2:33][CH2:32][O:31][CH2:30][CH2:29]4)[N:22]=3)[C:13]=2[CH:12]=[CH:11][CH:10]=1)([C:4]([CH3:7])([CH3:6])[CH3:5])([CH3:3])[CH3:2].[N:34]1([C:40]([O:42][C:43]([CH3:46])([CH3:45])[CH3:44])=[O:41])[CH2:39][CH2:38][NH:37][CH2:36][CH2:35]1. (4) Given the product [NH:1]1[C:5]2[CH:6]=[CH:7][CH:8]=[C-:9][C:4]=2[N:3]=[N:2]1.[C:10]([NH:14][CH2:15][CH2:16][C:17]([OH:19])=[O:18])(=[O:13])[CH:11]=[CH2:12], predict the reactants needed to synthesize it. The reactants are: [NH:1]1[C:5]2[CH:6]=[CH:7][CH:8]=[CH:9][C:4]=2[N:3]=[N:2]1.[C:10]([NH:14][CH2:15][CH2:16][C:17]([OH:19])=[O:18])(=[O:13])[CH:11]=[CH2:12].C1(N=C=NC2CCCCC2)CCCCC1. (5) Given the product [C:32]([O:29][C:28]([N:22]1[CH2:23][C@@H:24]2[CH2:27][C@H:21]1[CH2:26][N:25]2[C:2]1[CH:3]=[CH:4][CH:5]=[C:6]2[C:11]=1[N:10]=[CH:9][C:8]([S:12]([C:15]1[CH:20]=[CH:19][CH:18]=[CH:17][CH:16]=1)(=[O:14])=[O:13])=[CH:7]2)=[O:30])([CH3:35])([CH3:33])[CH3:31], predict the reactants needed to synthesize it. The reactants are: I[C:2]1[CH:3]=[CH:4][CH:5]=[C:6]2[C:11]=1[N:10]=[CH:9][C:8]([S:12]([C:15]1[CH:20]=[CH:19][CH:18]=[CH:17][CH:16]=1)(=[O:14])=[O:13])=[CH:7]2.[C@H:21]12[CH2:27][C@H:24]([NH:25][CH2:26]1)[CH2:23][N:22]2[C:28]([OH:30])=[O:29].[CH3:31][C:32]([CH3:35])([O-])[CH3:33].[Na+]. (6) The reactants are: [F:1][C:2]1[C:7]([C:8]2[CH:21]=[CH:20][C:19]3[O:18][C:17]4[C:12](=[CH:13][C:14]([OH:22])=[CH:15][CH:16]=4)[C@@:11]4([N:27]=[C:26]([NH:28][C:29](=[O:35])[O:30][C:31]([CH3:34])([CH3:33])[CH3:32])[CH2:25][O:24][CH2:23]4)[C:10]=3[CH:9]=2)=[CH:6][CH:5]=[CH:4][N:3]=1.[F:36][C:37]([F:56])([F:55])[S:38](N(C1C=CC=CC=1)[S:38]([C:37]([F:56])([F:55])[F:36])(=[O:40])=[O:39])(=[O:40])=[O:39].C(N(CC)CC)C. Given the product [F:36][C:37]([F:56])([F:55])[S:38]([O:22][C:14]1[CH:13]=[C:12]2[C:17]([O:18][C:19]3[CH:20]=[CH:21][C:8]([C:7]4[C:2]([F:1])=[N:3][CH:4]=[CH:5][CH:6]=4)=[CH:9][C:10]=3[C@@:11]32[N:27]=[C:26]([NH:28][C:29]([O:30][C:31]([CH3:32])([CH3:34])[CH3:33])=[O:35])[CH2:25][O:24][CH2:23]3)=[CH:16][CH:15]=1)(=[O:40])=[O:39], predict the reactants needed to synthesize it.